The task is: Predict the product of the given reaction.. This data is from Forward reaction prediction with 1.9M reactions from USPTO patents (1976-2016). Given the reactants CC1(C)C(C)(C)OB([C:9]2[CH:17]=[CH:16][CH:15]=[C:14]3[C:10]=2[CH:11]=[CH:12][NH:13]3)O1.Br[C:20]1[CH:21]=[C:22]([Cl:26])[CH:23]=[CH:24][CH:25]=1.[OH-].[Na+], predict the reaction product. The product is: [Cl:26][C:22]1[CH:21]=[C:20]([C:9]2[CH:17]=[CH:16][CH:15]=[C:14]3[C:10]=2[CH:11]=[CH:12][NH:13]3)[CH:25]=[CH:24][CH:23]=1.